From a dataset of Forward reaction prediction with 1.9M reactions from USPTO patents (1976-2016). Predict the product of the given reaction. Given the reactants [OH:1][C@@H:2]([C@H:4]1[C:25](=[O:26])[N:6]2[C@@H:7]([C:12]([O:14][CH2:15][C:16]3[CH:21]=[CH:20][C:19]([N+:22]([O-:24])=[O:23])=[CH:18][CH:17]=3)=[O:13])[C:8](=O)[C@H:9]([CH3:10])[C@H:5]12)[CH3:3].[C:27]([C:30]1[N:37]2[C:33]([S:34][C:35]([Sn](CCCC)(CCCC)CCCC)=[CH:36]2)=[C:32]([C:51]([C:53]2[CH:54]=[N:55][CH:56]=[CH:57][CH:58]=2)=[O:52])[N:31]=1)(=[O:29])[NH2:28], predict the reaction product. The product is: [C:27]([C:30]1[N:37]2[C:33]([S:34][C:35]([C:8]3[C@H:9]([CH3:10])[C@@H:5]4[C@@H:4]([C@H:2]([OH:1])[CH3:3])[C:25](=[O:26])[N:6]4[C:7]=3[C:12]([O:14][CH2:15][C:16]3[CH:17]=[CH:18][C:19]([N+:22]([O-:24])=[O:23])=[CH:20][CH:21]=3)=[O:13])=[CH:36]2)=[C:32]([C:51]([C:53]2[CH:54]=[N:55][CH:56]=[CH:57][CH:58]=2)=[O:52])[N:31]=1)(=[O:29])[NH2:28].